This data is from Peptide-MHC class II binding affinity with 134,281 pairs from IEDB. The task is: Regression. Given a peptide amino acid sequence and an MHC pseudo amino acid sequence, predict their binding affinity value. This is MHC class II binding data. (1) The peptide sequence is DEINAIFEENEVDIS. The MHC is DRB1_0301 with pseudo-sequence DRB1_0301. The binding affinity (normalized) is 0.363. (2) The peptide sequence is DINVGFKAAVAAAAG. The MHC is DRB1_0404 with pseudo-sequence DRB1_0404. The binding affinity (normalized) is 0.633. (3) The peptide sequence is SMVGLFSNNPHDLPL. The MHC is DRB1_1501 with pseudo-sequence DRB1_1501. The binding affinity (normalized) is 0.562. (4) The binding affinity (normalized) is 0.193. The MHC is DRB4_0101 with pseudo-sequence DRB4_0103. The peptide sequence is YNTDGSTDYGILQINSR. (5) The peptide sequence is IPTAFSIGKTYKPEE. The MHC is HLA-DPA10103-DPB10401 with pseudo-sequence HLA-DPA10103-DPB10401. The binding affinity (normalized) is 0.0577. (6) The peptide sequence is GFGMLLRKYGIAAENVIDVK. The MHC is DRB1_0101 with pseudo-sequence DRB1_0101. The binding affinity (normalized) is 0.717.